This data is from Reaction yield outcomes from USPTO patents with 853,638 reactions. The task is: Predict the reaction yield, written as a fraction of the theoretical maximum amount of product (1.0 means a 100% yield; for example, 0.34 means a 34% yield). (1) The reactants are [C:1]([O:5][C:6]([N:8]1[CH2:13][CH:12]=[C:11]([C:14]2[CH:19]=[C:18]([CH2:20][O:21][C:22]3[CH:27]=[CH:26][CH:25]=[CH:24][C:23]=3[C:28]([F:31])([F:30])[F:29])[CH:17]=[CH:16][C:15]=2[CH2:32]O)[CH2:10][CH2:9]1)=[O:7])([CH3:4])([CH3:3])[CH3:2].N1C=CC=CC=1.CS([Cl:44])(=O)=O.C(N(CC)CC)C. The catalyst is ClCCl.C(OCC)(=O)C.CCOCC. The product is [C:1]([O:5][C:6]([N:8]1[CH2:13][CH:12]=[C:11]([C:14]2[CH:19]=[C:18]([CH2:20][O:21][C:22]3[CH:27]=[CH:26][CH:25]=[CH:24][C:23]=3[C:28]([F:31])([F:30])[F:29])[CH:17]=[CH:16][C:15]=2[CH2:32][Cl:44])[CH2:10][CH2:9]1)=[O:7])([CH3:4])([CH3:3])[CH3:2]. The yield is 0.907. (2) The reactants are Br[C:2]1[CH:7]=[CH:6][C:5]([Br:8])=[CH:4][CH:3]=1.C([Li])CCC.F[C:15]1[CH:20]=[CH:19][CH:18]=[CH:17][N:16]=1. The catalyst is C(OCC)C. The product is [Br:8][C:5]1[CH:6]=[CH:7][C:2]([C:15]2[CH:20]=[CH:19][CH:18]=[CH:17][N:16]=2)=[CH:3][CH:4]=1. The yield is 0.580.